Task: Binary Classification. Given a miRNA mature sequence and a target amino acid sequence, predict their likelihood of interaction.. Dataset: Experimentally validated miRNA-target interactions with 360,000+ pairs, plus equal number of negative samples (1) The miRNA is hsa-miR-6079 with sequence UUGGAAGCUUGGACCAACUAGCUG. The protein sequence of the target gene is MNLELLESFGQNYPEEADGTLDCISMALTCTFNRWGTLLAVGCNDGRIVIWDFLTRGIAKIISAHIHPVCSLCWSRDGHKLVSASTDNIVSQWDVLSGDCDQRFRFPSPILKVQYHPRDQNKVLVCPMKSAPVMLTLSDSKHVVLPVDDDSDLNVVASFDRRGEYIYTGNAKGKILVLKTDSQDLVASFRVTTGTSNTTAIKSIEFARKGSCFLINTADRIIRVYDGREILTCGRDGEPEPMQKLQDLVNRTPWKKCCFSGDGEYIVAGSARQHALYIWEKSIGNLVKILHGTRGELLLD.... Result: 0 (no interaction). (2) The miRNA is hsa-miR-650 with sequence AGGAGGCAGCGCUCUCAGGAC. The protein sequence of the target gene is MAREECKALLDALNKTTACYHHLVLTVGGSADTQDLREELQKTRQKARELAVATGARLTVALRDRSLATEERAEFERLWVAFSGCLDLLEADMQRALALGATFPLHAPRRPLVRTGVTGGSSAVAARALSARSLRHEAESDFDVADLPQLEREVLQVGEMIDDMEMKVNVPRWTVQARQAAGAELLSGASAGASSAGGISVEERAGPCDPSKALAATVFSAVLLVAVALALCVAKLS. Result: 0 (no interaction).